This data is from Full USPTO retrosynthesis dataset with 1.9M reactions from patents (1976-2016). The task is: Predict the reactants needed to synthesize the given product. (1) The reactants are: [S:1]1[CH:5]=[CH:4][C:3]2[S:6][CH:7]=[CH:8][C:2]1=2.[Li]CCCC.C(O[B:18]1[O:22][C:21]([CH3:24])([CH3:23])[C:20]([CH3:26])([CH3:25])[O:19]1)(C)C. Given the product [CH3:25][C:20]1([CH3:26])[C:21]([CH3:24])([CH3:23])[O:22][B:18]([C:5]2[S:1][C:2]3[CH:8]=[CH:7][S:6][C:3]=3[CH:4]=2)[O:19]1, predict the reactants needed to synthesize it. (2) Given the product [CH:18]1([N:13]2[C:12]([C:33]3[CH:34]=[CH:35][O:31][CH:32]=3)=[C:11]3[C:15]([CH2:16][CH2:17][NH:8][CH2:9][CH2:10]3)=[N:14]2)[CH2:19][CH2:20][CH2:21][CH2:22]1, predict the reactants needed to synthesize it. The reactants are: C(OC([N:8]1[CH2:17][CH2:16][C:15]2[C:11](=[C:12](OS(C(F)(F)F)(=O)=O)[N:13]([CH:18]3[CH2:22][CH2:21][CH2:20][CH2:19]3)[N:14]=2)[CH2:10][CH2:9]1)=O)(C)(C)C.[O:31]1[CH:35]=[CH:34][C:33](B(O)O)=[CH:32]1. (3) Given the product [Br:1][C:2]1[CH:24]=[N:23][C:5]2[N:6]([CH3:22])[C:7](=[O:21])[N:8]([CH2:11][CH2:12][CH2:13][O:14][CH:15]3[CH2:20][CH2:19][CH2:18][CH2:17][O:16]3)[C:9](=[O:10])[C:4]=2[C:3]=1[CH:25]([OH:26])[CH2:27][CH:32]([CH3:35])[CH3:31], predict the reactants needed to synthesize it. The reactants are: [Br:1][C:2]1[CH:24]=[N:23][C:5]2[N:6]([CH3:22])[C:7](=[O:21])[N:8]([CH2:11][CH2:12][CH2:13][O:14][CH:15]3[CH2:20][CH2:19][CH2:18][CH2:17][O:16]3)[C:9](=[O:10])[C:4]=2[C:3]=1[CH:25]([C:27]1[CH:32]=[CH:31]C(Cl)=CC=1)[OH:26].[Li+].[CH3:35]C([N-]C(C)C)C.CC(C)CC=O. (4) Given the product [F:13]/[C:14](=[CH:3]\[CH3:4])/[C:15]([O:17][CH2:18][CH3:19])=[O:16], predict the reactants needed to synthesize it. The reactants are: [H-].[Na+].[C:3](OCC)(=O)[C:4](OCC)=O.[F:13][CH2:14][C:15]([O:17][CH2:18][CH3:19])=[O:16].C(=O)C. (5) The reactants are: [C:1]([C:3]1[C:4]([C:17]2[CH:22]=[CH:21][C:20]([Cl:23])=[C:19]([Cl:24])[CH:18]=2)=[C:5]([C:12]([O:14][CH2:15][CH3:16])=[O:13])[S:6][C:7]=1S(C)(=O)=O)#[N:2].[NH:25]1[CH2:30][CH2:29][O:28][CH2:27][CH2:26]1. Given the product [C:1]([C:3]1[C:4]([C:17]2[CH:22]=[CH:21][C:20]([Cl:23])=[C:19]([Cl:24])[CH:18]=2)=[C:5]([C:12]([O:14][CH2:15][CH3:16])=[O:13])[S:6][C:7]=1[N:25]1[CH2:30][CH2:29][O:28][CH2:27][CH2:26]1)#[N:2], predict the reactants needed to synthesize it. (6) The reactants are: Cl[C:2]1[N:7]=[C:6]([Cl:8])[N:5]=[CH:4][N:3]=1.C(N(CC)C(C)C)(C)C.Cl.[F:19][C:20]1([C:26]([O:28][CH2:29][CH3:30])=[O:27])[CH2:25][CH2:24][NH:23][CH2:22][CH2:21]1. Given the product [Cl:8][C:6]1[N:5]=[CH:4][N:3]=[C:2]([N:23]2[CH2:22][CH2:21][C:20]([F:19])([C:26]([O:28][CH2:29][CH3:30])=[O:27])[CH2:25][CH2:24]2)[N:7]=1, predict the reactants needed to synthesize it. (7) Given the product [Br:1][C:2]1[CH:3]=[CH:4][C:5]([O:10][CH3:11])=[C:6]([OH:20])[CH:9]=1, predict the reactants needed to synthesize it. The reactants are: [Br:1][C:2]1[CH:3]=[CH:4][C:5]([O:10][CH3:11])=[C:6]([CH:9]=1)C=O.C1C=C(Cl)C=C(C(OO)=[O:20])C=1.